From a dataset of Catalyst prediction with 721,799 reactions and 888 catalyst types from USPTO. Predict which catalyst facilitates the given reaction. (1) Reactant: Cl.[NH:2]=[C:3](OC)[C:4]1[CH:13]=[CH:12][C:7]([C:8]([O:10][CH3:11])=[O:9])=[CH:6][CH:5]=1.Cl.[F:17][C:18]([F:29])([F:28])[O:19][C:20]1[CH:25]=[CH:24][C:23]([NH:26][NH2:27])=[CH:22][CH:21]=1.N1C=CC=C[CH:31]=1. Product: [F:17][C:18]([F:28])([F:29])[O:19][C:20]1[CH:21]=[CH:22][C:23]([N:26]2[CH:31]=[N:2][C:3]([C:4]3[CH:5]=[CH:6][C:7]([C:8]([O:10][CH3:11])=[O:9])=[CH:12][CH:13]=3)=[N:27]2)=[CH:24][CH:25]=1. The catalyst class is: 6. (2) Reactant: [Br:1][C:2]1[C:7]([C:8]([O-])=[O:9])=[C:6]([CH3:11])[C:5]([O:12][CH3:13])=[CH:4][CH:3]=1.[H-].[H-].[H-].[H-].[Li+].[Al+3].CC#N. Product: [Br:1][C:2]1[C:7]([CH2:8][OH:9])=[C:6]([CH3:11])[C:5]([O:12][CH3:13])=[CH:4][CH:3]=1. The catalyst class is: 7. (3) Reactant: [Br:1][C:2]1[CH:3]=[C:4]([O:12]C)[C:5]2[C:9]([CH:10]=1)=[N:8][N:7]([CH3:11])[CH:6]=2.B(Br)(Br)Br.O. Product: [Br:1][C:2]1[CH:3]=[C:4]([OH:12])[C:5]2[C:9]([CH:10]=1)=[N:8][N:7]([CH3:11])[CH:6]=2. The catalyst class is: 2. (4) Reactant: [CH3:1][O:2][C:3]([C:5]1[C:6]([OH:33])=[C:7]2[C:12](=[CH:13][N:14]=1)[N:11]([CH2:15][C:16]1[CH:21]=[CH:20][CH:19]=[CH:18][CH:17]=1)[C:10](=[O:22])[C:9]([C:23]1[CH:28]=[CH:27][C:26]([C:29]([F:32])([F:31])[F:30])=[CH:25][CH:24]=1)=[CH:8]2)=[O:4].[Br:34]N1C(=O)CCC1=O. Product: [CH3:1][O:2][C:3]([C:5]1[C:6]([OH:33])=[C:7]2[C:12](=[C:13]([Br:34])[N:14]=1)[N:11]([CH2:15][C:16]1[CH:17]=[CH:18][CH:19]=[CH:20][CH:21]=1)[C:10](=[O:22])[C:9]([C:23]1[CH:24]=[CH:25][C:26]([C:29]([F:32])([F:31])[F:30])=[CH:27][CH:28]=1)=[CH:8]2)=[O:4]. The catalyst class is: 2. (5) Reactant: Cl[C:2]1[C:7]([C:8]#[N:9])=[C:6]([N:10]2[CH2:15][CH2:14][CH2:13][CH2:12][CH2:11]2)[C:5]([C:16]#[N:17])=[C:4]([S:18][CH2:19][C:20]2[N:21]=[C:22]([C:25]3[CH:30]=[CH:29][C:28]([Cl:31])=[CH:27][CH:26]=3)[S:23][CH:24]=2)[N:3]=1.CC(C)([O-:35])C.[K+].C(OC)(=O)CO. Product: [Cl:31][C:28]1[CH:29]=[CH:30][C:25]([C:22]2[S:23][CH:24]=[C:20]([CH2:19][S:18][C:4]3[C:5]([C:16]#[N:17])=[C:6]([N:10]4[CH2:15][CH2:14][CH2:13][CH2:12][CH2:11]4)[C:7]([C:8]#[N:9])=[C:2]([OH:35])[N:3]=3)[N:21]=2)=[CH:26][CH:27]=1. The catalyst class is: 3. (6) Reactant: [Na].[NH2:2][C:3]([C:7]1[CH:12]=[CH:11][C:10]([F:13])=[CH:9][C:8]=1[Cl:14])=[CH:4][C:5]#[N:6].[C:15](=O)([O:19]CC)[O:16][CH2:17][CH3:18].Cl. Product: [Cl:14][C:8]1[CH:9]=[C:10]([F:13])[CH:11]=[CH:12][C:7]=1/[C:3](/[NH:2][C:15](=[O:19])[O:16][CH2:17][CH3:18])=[CH:4]/[C:5]#[N:6]. The catalyst class is: 815. (7) Reactant: [OH:1][C:2]([CH3:8])([CH3:7])[C:3]([NH:5][NH2:6])=O.C(N(CC)CC)C.Cl[C:17]1[N:18]=[N:19][C:20]([C:23]2[CH:28]=[CH:27][C:26]([C:29]([CH3:47])([C:33]3[CH:38]=[CH:37][C:36]([O:39][CH2:40][C:41]4[CH:46]=[CH:45][CH:44]=[CH:43][N:42]=4)=[CH:35][CH:34]=3)[CH:30]([CH3:32])[CH3:31])=[CH:25][CH:24]=2)=[CH:21][CH:22]=1. Product: [OH-:1].[NH4+:5].[CH3:47][C:29]([C:26]1[CH:25]=[CH:24][C:23]([C:20]2[CH:21]=[CH:22][C:17]3[N:5]([C:3]([C:2]([OH:1])([CH3:8])[CH3:7])=[N:19][N:18]=3)[N:6]=2)=[CH:28][CH:27]=1)([C:33]1[CH:34]=[CH:35][C:36]([O:39][CH2:40][C:41]2[CH:46]=[CH:45][CH:44]=[CH:43][N:42]=2)=[CH:37][CH:38]=1)[CH:30]([CH3:32])[CH3:31]. The catalyst class is: 113. (8) Reactant: [CH2:1]([O:3][C:4](=[O:14])[C:5]1[C:10](Cl)=[CH:9][C:8]([CH3:12])=[N:7][C:6]=1[Cl:13])[CH3:2].[CH3:15][CH2:16][O-:17].[Na+]. The catalyst class is: 351. Product: [CH2:1]([O:3][C:4](=[O:14])[C:5]1[C:10]([O:17][CH2:16][CH3:15])=[CH:9][C:8]([CH3:12])=[N:7][C:6]=1[Cl:13])[CH3:2]. (9) The catalyst class is: 6. Product: [Cl:1][C:2]1[CH:7]=[N:6][C:5]([NH:10][NH2:12])=[CH:4][N:3]=1. Reactant: [Cl:1][C:2]1[CH:7]=[N:6][C:5](Cl)=[CH:4][N:3]=1.[OH-].[NH4+:10].O.[NH2:12]N. (10) Reactant: CC1CCCCC1=O.Cl[C:10]1[CH:15]=[CH:14][CH:13]=[C:12]([C:16]([O:18]O)=[O:17])[CH:11]=1. Product: [CH3:11][CH:10]1[O:17][C:16](=[O:18])[CH2:12][CH2:13][CH2:14][CH2:15]1. The catalyst class is: 2.